Dataset: Full USPTO retrosynthesis dataset with 1.9M reactions from patents (1976-2016). Task: Predict the reactants needed to synthesize the given product. (1) Given the product [CH3:1][C:2]([C:5]1[CH:6]=[C:7]([CH:11]=[C:12]([C:15]([CH3:18])([CH3:17])[CH3:16])[C:13]=1[OH:14])[C:8]([NH2:21])=[O:9])([CH3:4])[CH3:3], predict the reactants needed to synthesize it. The reactants are: [CH3:1][C:2]([C:5]1[CH:6]=[C:7]([CH:11]=[C:12]([C:15]([CH3:18])([CH3:17])[CH3:16])[C:13]=1[OH:14])[C:8](O)=[O:9])([CH3:4])[CH3:3].C(N1C=CN=C1)([N:21]1C=CN=C1)=O.N. (2) Given the product [C:18]([O:17][C:16](=[O:22])[NH:15][CH2:14][CH2:13][CH2:12][NH:11][C:10]([NH2:9])=[S:23])([CH3:21])([CH3:19])[CH3:20], predict the reactants needed to synthesize it. The reactants are: C([NH:9][C:10](=[S:23])[NH:11][CH2:12][CH2:13][CH2:14][NH:15][C:16](=[O:22])[O:17][C:18]([CH3:21])([CH3:20])[CH3:19])(=O)C1C=CC=CC=1.[OH-].[Na+]. (3) Given the product [Cl:21][C:15]1[CH:14]=[C:13]([CH3:18])[N:12]=[C:11](/[CH:10]=[CH:9]/[C:3]2[CH:4]=[CH:5][C:6]([Cl:8])=[CH:7][C:2]=2[Cl:1])[N:16]=1, predict the reactants needed to synthesize it. The reactants are: [Cl:1][C:2]1[CH:7]=[C:6]([Cl:8])[CH:5]=[CH:4][C:3]=1/[CH:9]=[CH:10]/[C:11]1[N:16]=[C:15](O)[CH:14]=[C:13]([CH3:18])[N:12]=1.O=P(Cl)(Cl)[Cl:21]. (4) Given the product [CH3:1][O:2][C:3]1[C:11]([O:12][CH3:13])=[C:10]([O:14][CH3:15])[CH:9]=[C:8]2[C:4]=1[CH2:5][CH2:6][C:7]2=[O:16], predict the reactants needed to synthesize it. The reactants are: [CH3:1][O:2][C:3]1[C:11]([O:12][CH3:13])=[C:10]([O:14][CH3:15])[CH:9]=[C:8]2[C:4]=1[CH:5](C1C=C(OC)C(OC)=C(OC)C=1)[CH2:6][C:7]2=[O:16].C1OC2C=CC(C=O)=CC=2O1.Cl.